This data is from Full USPTO retrosynthesis dataset with 1.9M reactions from patents (1976-2016). The task is: Predict the reactants needed to synthesize the given product. Given the product [CH2:47]([C:25]([CH2:7][CH2:8][CH2:9][CH2:10][CH2:11][CH2:12][CH2:13][CH2:14][CH2:15][CH2:16][CH2:17][CH2:18][CH2:19][CH2:20][CH2:21][CH2:22][CH2:23][CH3:24])([CH2:29][CH2:30][CH2:31][CH2:32][CH2:33][CH2:34][CH2:35][CH2:36][CH2:37][CH2:38][CH2:39][CH2:40][CH2:41][CH2:42][CH2:43][CH2:44][CH2:45][CH3:46])[CH2:26][OH:27])[CH2:48][CH2:49][CH2:50][CH2:51][CH2:52][CH2:53][CH2:54][CH2:55][CH2:56][CH2:57][CH2:58][CH2:59][CH2:60][CH2:61][CH2:62][CH2:63][CH3:64], predict the reactants needed to synthesize it. The reactants are: [H-].[H-].[H-].[H-].[Li+].[Al+3].[CH2:7]([C:25]([CH2:47][CH2:48][CH2:49][CH2:50][CH2:51][CH2:52][CH2:53][CH2:54][CH2:55][CH2:56][CH2:57][CH2:58][CH2:59][CH2:60][CH2:61][CH2:62][CH2:63][CH3:64])([CH2:29][CH2:30][CH2:31][CH2:32][CH2:33][CH2:34][CH2:35][CH2:36][CH2:37][CH2:38][CH2:39][CH2:40][CH2:41][CH2:42][CH2:43][CH2:44][CH2:45][CH3:46])[C:26](O)=[O:27])[CH2:8][CH2:9][CH2:10][CH2:11][CH2:12][CH2:13][CH2:14][CH2:15][CH2:16][CH2:17][CH2:18][CH2:19][CH2:20][CH2:21][CH2:22][CH2:23][CH3:24].O.Cl.